Dataset: Reaction yield outcomes from USPTO patents with 853,638 reactions. Task: Predict the reaction yield, written as a fraction of the theoretical maximum amount of product (1.0 means a 100% yield; for example, 0.34 means a 34% yield). (1) The reactants are [NH2:1][C:2]1[CH:12]=[CH:11][CH:10]=[CH:9][C:3]=1[C:4]([O:6]CC)=O.[CH3:13][C:14]1([CH3:23])[CH2:19][C:18]([CH3:21])([CH3:20])[CH2:17][C:16](=O)[CH2:15]1.C1(C)C=CC=CC=1.C1(C)C=CC(S(O)(=O)=O)=CC=1. The catalyst is O. The product is [CH3:13][C:14]1([CH3:23])[C:15]2[C:4](=[O:6])[C:3]3[C:2](=[CH:12][CH:11]=[CH:10][CH:9]=3)[NH:1][C:16]=2[CH2:17][C:18]([CH3:21])([CH3:20])[CH2:19]1. The yield is 0.180. (2) The reactants are [CH3:1][C:2]1([CH3:11])[CH2:7][O:6][CH2:5][CH2:4][N:3]1[CH2:8][CH2:9]O.C(Br)(Br)(Br)[Br:13].C1C=CC(P(C2C=CC=CC=2)C2C=CC=CC=2)=CC=1. The catalyst is C1COCC1. The product is [Br:13][CH2:9][CH2:8][N:3]1[CH2:4][CH2:5][O:6][CH2:7][C:2]1([CH3:11])[CH3:1]. The yield is 0.540. (3) The reactants are O.[OH-].[Li+].C[O:5][C:6]([C:8]1[CH:13]=[CH:12][C:11](=[O:14])[N:10]([C:15]2[CH:20]=[CH:19][CH:18]=[CH:17][CH:16]=2)[CH:9]=1)=[O:7].O1CCCC1. The catalyst is O. The product is [O:14]=[C:11]1[N:10]([C:15]2[CH:16]=[CH:17][CH:18]=[CH:19][CH:20]=2)[CH:9]=[C:8]([C:6]([OH:7])=[O:5])[CH:13]=[CH:12]1. The yield is 0.790. (4) The reactants are [N:1]12[CH2:8][CH2:7][C:4]([C:9]([C:17]3[CH:22]=[CH:21][CH:20]=[CH:19][CH:18]=3)([C:11]3[CH:16]=[CH:15][CH:14]=[CH:13][CH:12]=3)[OH:10])([CH2:5][CH2:6]1)[CH2:3][CH2:2]2.[Br:23][CH2:24][CH2:25][CH2:26][O:27][C:28]1[CH:33]=[CH:32][CH:31]=[CH:30][C:29]=1[O:34][CH3:35]. The catalyst is CC#N. The product is [Br-:23].[OH:10][C:9]([C:17]1[CH:22]=[CH:21][CH:20]=[CH:19][CH:18]=1)([C:11]1[CH:12]=[CH:13][CH:14]=[CH:15][CH:16]=1)[C:4]12[CH2:5][CH2:6][N+:1]([CH2:24][CH2:25][CH2:26][O:27][C:28]3[CH:33]=[CH:32][CH:31]=[CH:30][C:29]=3[O:34][CH3:35])([CH2:2][CH2:3]1)[CH2:8][CH2:7]2. The yield is 0.735. (5) The reactants are [NH:1]1[C:9]2[C:4](=[CH:5][CH:6]=[CH:7][CH:8]=2)[CH:3]=[CH:2]1.[C:10]([O:14][CH3:15])(=[O:13])[CH:11]=[CH2:12].C1CCN2C(=NCCC2)CC1. The catalyst is CC#N. The product is [N:1]1([CH2:12][CH2:11][C:10]([O:14][CH3:15])=[O:13])[C:9]2[C:4](=[CH:5][CH:6]=[CH:7][CH:8]=2)[CH:3]=[CH:2]1. The yield is 0.432. (6) The catalyst is ClCCl. The reactants are [NH2:1][C:2]1[N:7]=[C:6]2[N:8]([CH2:20][CH3:21])[C:9]([C:11]([N:13]([CH:17]3[CH2:19][CH2:18]3)[CH:14]3[CH2:16][CH2:15]3)=[O:12])=[CH:10][C:5]2=[C:4]2[N:22]([CH3:25])[CH:23]=[N:24][C:3]=12.C(N(CC)CC)C.[Cl:33][CH2:34][C:35](Cl)=[O:36]. The yield is 1.01. The product is [Cl:33][CH2:34][C:35]([NH:1][C:2]1[N:7]=[C:6]2[N:8]([CH2:20][CH3:21])[C:9]([C:11]([N:13]([CH:17]3[CH2:19][CH2:18]3)[CH:14]3[CH2:16][CH2:15]3)=[O:12])=[CH:10][C:5]2=[C:4]2[N:22]([CH3:25])[CH:23]=[N:24][C:3]=12)=[O:36].